This data is from Catalyst prediction with 721,799 reactions and 888 catalyst types from USPTO. The task is: Predict which catalyst facilitates the given reaction. (1) Reactant: O=[C:2]([C:30]1[CH:35]=[CH:34][CH:33]=[CH:32][CH:31]=1)[CH2:3][NH:4][C:5]([CH:7]1[CH2:12][CH2:11][CH2:10][N:9]2[N:13]=[C:14]([C:16]3[CH:21]=[CH:20][C:19]([N:22]4[CH:26]=[C:25]([CH3:27])[N:24]=[CH:23]4)=[C:18]([O:28][CH3:29])[N:17]=3)[N:15]=[C:8]12)=[O:6].C(Cl)(=O)C(Cl)=O.P(Cl)(Cl)(Cl)=O.C(=O)(O)[O-].[Na+]. Product: [CH3:29][O:28][C:18]1[N:17]=[C:16]([C:14]2[N:15]=[C:8]3[CH:7]([C:5]4[O:6][C:2]([C:30]5[CH:35]=[CH:34][CH:33]=[CH:32][CH:31]=5)=[CH:3][N:4]=4)[CH2:12][CH2:11][CH2:10][N:9]3[N:13]=2)[CH:21]=[CH:20][C:19]=1[N:22]1[CH:26]=[C:25]([CH3:27])[N:24]=[CH:23]1. The catalyst class is: 648. (2) Product: [NH2:14][C:3]1[CH:4]=[CH:5][C:6]([CH:8]2[CH2:13][CH2:12][N:11]([C:15]([O:16][C:6]([CH3:8])([CH3:7])[CH3:5])=[O:18])[CH2:10][CH2:9]2)=[CH:7][C:2]=1[Cl:1]. The catalyst class is: 9. Reactant: [Cl:1][C:2]1[CH:7]=[C:6]([CH:8]2[CH2:13][CH2:12][NH:11][CH2:10][CH2:9]2)[CH:5]=[CH:4][C:3]=1[NH2:14].[C:15](=[O:18])([O-])[O-:16].[K+].[K+]. (3) Reactant: [NH2:1][CH:2]([C:6]1[CH:11]=[CH:10][C:9]([CH2:12][O:13][CH3:14])=[CH:8][CH:7]=1)[C:3]([NH2:5])=[O:4].[C:15]1(=O)[CH2:19][CH2:18][CH2:17][CH2:16]1. Product: [CH3:14][O:13][CH2:12][C:9]1[CH:10]=[CH:11][C:6]([CH:2]2[NH:1][C:15]3([CH2:19][CH2:18][CH2:17][CH2:16]3)[NH:5][C:3]2=[O:4])=[CH:7][CH:8]=1. The catalyst class is: 8. (4) Reactant: [O:1]=[C:2]1[C:6]2([CH2:11][CH2:10][NH:9][CH2:8][CH2:7]2)[N:5]([C:12]2[CH:17]=[CH:16][CH:15]=[CH:14][CH:13]=2)[CH2:4][N:3]1[CH2:18][C:19]1[CH:20]=[C:21]([CH:26]=[CH:27][CH:28]=1)[C:22]([O:24][CH3:25])=[O:23].I[CH2:30][CH2:31][CH2:32][C:33]1[C:41]2[C:36](=[CH:37][CH:38]=[CH:39][CH:40]=2)[NH:35][CH:34]=1.C(=O)([O-])[O-].[K+].[K+].C(OCC)(=O)C. The catalyst class is: 6. Product: [NH:35]1[C:36]2[C:41](=[CH:40][CH:39]=[CH:38][CH:37]=2)[C:33]([CH2:32][CH2:31][CH2:30][N:9]2[CH2:10][CH2:11][C:6]3([N:5]([C:12]4[CH:13]=[CH:14][CH:15]=[CH:16][CH:17]=4)[CH2:4][N:3]([CH2:18][C:19]4[CH:20]=[C:21]([CH:26]=[CH:27][CH:28]=4)[C:22]([O:24][CH3:25])=[O:23])[C:2]3=[O:1])[CH2:7][CH2:8]2)=[CH:34]1. (5) Reactant: [F:1][C:2]1[C:7]([F:8])=[CH:6][C:5]([C:9]2[CH:14]=[CH:13][C:12]([O:15][CH2:16][C:17]3[CH:18]=[C:19]([CH:23]=[CH:24][C:25]=3[F:26])[C:20](O)=[O:21])=[CH:11][CH:10]=2)=[C:4]([O:27][CH3:28])[CH:3]=1.Cl.[CH2:30]([O:32][C:33](=[O:37])[CH2:34][NH:35][CH3:36])[CH3:31].C1C=NC2N(O)N=NC=2C=1.CCN=C=NCCCN(C)C.C(N(CC)CC)C. Product: [CH2:30]([O:32][C:33](=[O:37])[CH2:34][N:35]([C:20](=[O:21])[C:19]1[CH:23]=[CH:24][C:25]([F:26])=[C:17]([CH2:16][O:15][C:12]2[CH:11]=[CH:10][C:9]([C:5]3[CH:6]=[C:7]([F:8])[C:2]([F:1])=[CH:3][C:4]=3[O:27][CH3:28])=[CH:14][CH:13]=2)[CH:18]=1)[CH3:36])[CH3:31]. The catalyst class is: 2.